From a dataset of Full USPTO retrosynthesis dataset with 1.9M reactions from patents (1976-2016). Predict the reactants needed to synthesize the given product. (1) Given the product [CH2:31]([N:35]([CH3:36])[C:26]([N:17]1[CH2:16][CH2:15][C:12]2([C:11](=[O:20])[N:10]([C:7]3[CH:8]=[CH:9][C:4]([O:3][C:2]([F:1])([F:21])[F:22])=[CH:5][CH:6]=3)[CH2:14][CH2:13]2)[CH2:19][CH2:18]1)=[O:25])[CH:32]([CH3:34])[CH3:33], predict the reactants needed to synthesize it. The reactants are: [F:1][C:2]([F:22])([F:21])[O:3][C:4]1[CH:9]=[CH:8][C:7]([N:10]2[CH2:14][CH2:13][C:12]3([CH2:19][CH2:18][NH:17][CH2:16][CH2:15]3)[C:11]2=[O:20])=[CH:6][CH:5]=1.O=C(Cl)[O:25][C:26](Cl)(Cl)Cl.[CH2:31]([NH:35][CH3:36])[CH:32]([CH3:34])[CH3:33]. (2) Given the product [CH3:20][NH:21][C:22]([C:24]1[C:25]2[CH:33]=[CH:32][C:31]([O:34][C:2]3[CH:7]=[CH:6][N:5]=[C:4]4[CH:8]=[C:9]([CH2:11][O:12][CH2:13][CH2:14][N:15]5[CH2:19][CH2:18][CH2:17][CH2:16]5)[S:10][C:3]=34)=[CH:30][C:26]=2[S:27][C:28]=1[CH3:29])=[O:23], predict the reactants needed to synthesize it. The reactants are: Cl[C:2]1[CH:7]=[CH:6][N:5]=[C:4]2[CH:8]=[C:9]([CH2:11][O:12][CH2:13][CH2:14][N:15]3[CH2:19][CH2:18][CH2:17][CH2:16]3)[S:10][C:3]=12.[CH3:20][NH:21][C:22]([C:24]1[C:25]2[CH:33]=[CH:32][C:31]([OH:34])=[CH:30][C:26]=2[S:27][C:28]=1[CH3:29])=[O:23].C(=O)([O-])[O-].[Cs+].[Cs+]. (3) Given the product [CH3:18][O:17][C:11](=[O:16])[CH:12]=[CH:5][C:4]1[CH:7]=[C:8]([I:10])[CH:9]=[C:2]([F:1])[CH:3]=1, predict the reactants needed to synthesize it. The reactants are: [F:1][C:2]1[CH:3]=[C:4]([CH:7]=[C:8]([I:10])[CH:9]=1)[CH:5]=O.[C:11]([O:17][CH3:18])(=[O:16])[CH2:12]C([O-])=O.N1CCCC1. (4) Given the product [CH3:57][CH2:56][CH2:55][C:36]1[N:35]([CH2:34][C:31]2[CH:30]=[CH:29][C:28]([C:23]3[CH:22]=[CH:27][CH:26]=[CH:25][C:24]=3[C:1]([OH:3])=[O:2])=[CH:33][CH:32]=2)[C:39]2[CH:40]=[C:41]([C:45]3[N:49]([CH3:50])[C:48]4[CH:51]=[CH:52][CH:53]=[CH:54][C:47]=4[N:46]=3)[CH:42]=[C:43]([CH3:44])[C:38]=2[N:37]=1, predict the reactants needed to synthesize it. The reactants are: [CH:1]([O-:3])=[O:2].[Li+].C(N(C(C)C)CC)(C)C.C(OC(=O)C)(=O)C.I[C:22]1[CH:27]=[CH:26][CH:25]=[CH:24][C:23]=1[C:28]1[CH:33]=[CH:32][C:31]([CH2:34][N:35]2[C:39]3[CH:40]=[C:41]([C:45]4[N:49]([CH3:50])[C:48]5[CH:51]=[CH:52][CH:53]=[CH:54][C:47]=5[N:46]=4)[CH:42]=[C:43]([CH3:44])[C:38]=3[N:37]=[C:36]2[CH2:55][CH2:56][CH3:57])=[CH:30][CH:29]=1.[Li+].[Cl-]. (5) Given the product [C:20]([N:27]1[CH2:28][CH2:29][CH:30]([CH2:33][O:12][C:10]2[C:9]([C:13]([F:18])([F:19])[C:14]([F:15])([F:16])[F:17])=[CH:8][CH:7]=[C:6]([N+:3]([O-:5])=[O:4])[CH:11]=2)[CH2:31][CH2:32]1)([O:22][C:23]([CH3:26])([CH3:25])[CH3:24])=[O:21], predict the reactants needed to synthesize it. The reactants are: [H-].[Na+].[N+:3]([C:6]1[CH:7]=[CH:8][C:9]([C:13]([F:19])([F:18])[C:14]([F:17])([F:16])[F:15])=[C:10]([OH:12])[CH:11]=1)([O-:5])=[O:4].[C:20]([N:27]1[CH2:32][CH2:31][CH:30]([CH2:33]OS(C)(=O)=O)[CH2:29][CH2:28]1)([O:22][C:23]([CH3:26])([CH3:25])[CH3:24])=[O:21].C([O-])([O-])=O.[K+].[K+].